From a dataset of Forward reaction prediction with 1.9M reactions from USPTO patents (1976-2016). Predict the product of the given reaction. (1) Given the reactants Cl[C:2]1[N:3]=[C:4]([N:22]2[CH2:27][CH2:26][O:25][CH2:24][CH2:23]2)[C:5]2[S:10][C:9]([CH2:11][N:12]3[CH2:17][CH2:16][N:15](S(C)(=O)=O)[CH2:14][CH2:13]3)=[CH:8][C:6]=2[N:7]=1.[C:28]([C:30]1[CH:31]=[N:32][CH:33]=[C:34](B2OC(C)(C)C(C)(C)O2)[CH:35]=1)#[N:29], predict the reaction product. The product is: [O:25]1[CH2:26][CH2:27][N:22]([C:4]2[C:5]3[S:10][C:9]([CH2:11][N:12]4[CH2:17][CH2:16][NH:15][CH2:14][CH2:13]4)=[CH:8][C:6]=3[N:7]=[C:2]([C:34]3[CH:35]=[C:30]([C:28]#[N:29])[CH:31]=[N:32][CH:33]=3)[N:3]=2)[CH2:23][CH2:24]1. (2) Given the reactants [F:1][C:2]1[CH:3]=[C:4]([NH:9][C:10]([C:12]2[CH:13]=[C:14]([S:19](Cl)(=[O:21])=[O:20])[CH:15]=[CH:16][C:17]=2[F:18])=[O:11])[CH:5]=[CH:6][C:7]=1[F:8].[F:23][C:24]([F:30])([F:29])[CH:25]1[CH2:28][CH2:27][CH2:26]1.[N:31]1C=CC=CC=1, predict the reaction product. The product is: [F:1][C:2]1[CH:3]=[C:4]([NH:9][C:10](=[O:11])[C:12]2[CH:13]=[C:14]([S:19](=[O:21])(=[O:20])[NH:31][C:25]3([C:24]([F:30])([F:29])[F:23])[CH2:28][CH2:27][CH2:26]3)[CH:15]=[CH:16][C:17]=2[F:18])[CH:5]=[CH:6][C:7]=1[F:8]. (3) The product is: [OH:41][C:38]([CH3:40])([CH3:39])[C:37]#[C:36][C:3]1[N:4]=[C:5]([N:7]([C:29]([O:31][C:32]([CH3:35])([CH3:34])[CH3:33])=[O:30])[CH2:8][C@@H:9]([NH:21][C:22](=[O:28])[O:23][C:24]([CH3:27])([CH3:26])[CH3:25])[CH2:10][C:11]2[CH:12]=[CH:13][C:14]([C:17]([F:19])([F:18])[F:20])=[CH:15][CH:16]=2)[S:6][C:2]=1[C:48]1[CH:47]=[C:46]2[C:51](=[CH:50][CH:49]=1)[CH:42]=[N:43][CH:44]=[CH:45]2. Given the reactants Br[C:2]1[S:6][C:5]([N:7]([C:29]([O:31][C:32]([CH3:35])([CH3:34])[CH3:33])=[O:30])[CH2:8][C@@H:9]([NH:21][C:22](=[O:28])[O:23][C:24]([CH3:27])([CH3:26])[CH3:25])[CH2:10][C:11]2[CH:16]=[CH:15][C:14]([C:17]([F:20])([F:19])[F:18])=[CH:13][CH:12]=2)=[N:4][C:3]=1[C:36]#[C:37][C:38]([OH:41])([CH3:40])[CH3:39].[CH:42]1[C:51]2[C:46](=[CH:47][C:48](B(O)O)=[CH:49][CH:50]=2)[CH:45]=[CH:44][N:43]=1.C(=O)([O-])[O-].[Na+].[Na+].O, predict the reaction product. (4) Given the reactants [C:1]([C:5]1[CH:6]=[C:7]([NH:18][C:19]([NH:21][C@@H:22]2[C:31]3[C:26](=[CH:27][CH:28]=[CH:29][CH:30]=3)[C@H:25]([O:32][C:33]3[CH:34]=[CH:35][C:36]4[N:37]([C:39]([C@@H:42]5[CH2:46][CH2:45][CH2:44][N:43]5[CH3:47])=[N:40][N:41]=4)[CH:38]=3)[CH2:24][CH2:23]2)=[O:20])[N:8]([C:10]2[CH:15]=[CH:14][CH:13]=[C:12]([CH2:16][OH:17])[CH:11]=2)[N:9]=1)([CH3:4])([CH3:3])[CH3:2].CCN(C(C)C)C(C)C.[CH3:57][S:58](Cl)(=[O:60])=[O:59], predict the reaction product. The product is: [C:1]([C:5]1[CH:6]=[C:7]([NH:18][C:19]([NH:21][C@@H:22]2[C:31]3[C:26](=[CH:27][CH:28]=[CH:29][CH:30]=3)[C@H:25]([O:32][C:33]3[CH:34]=[CH:35][C:36]4[N:37]([C:39]([C@@H:42]5[CH2:46][CH2:45][CH2:44][N:43]5[CH3:47])=[N:40][N:41]=4)[CH:38]=3)[CH2:24][CH2:23]2)=[O:20])[N:8]([C:10]2[CH:11]=[C:12]([CH:13]=[CH:14][CH:15]=2)[CH2:16][O:17][S:58]([CH3:57])(=[O:60])=[O:59])[N:9]=1)([CH3:4])([CH3:2])[CH3:3]. (5) Given the reactants [CH3:1][CH:2]1[C:7](=O)[CH:6]2[CH2:9][CH2:10][N:3]1[CH2:4][CH2:5]2.[C:11]1([C:17]2[N:22]=[CH:21][C:20]([NH2:23])=[CH:19][CH:18]=2)[CH:16]=[CH:15][CH:14]=[CH:13][CH:12]=1.O.C1(C)C=CC(S(O)(=O)=O)=CC=1, predict the reaction product. The product is: [CH3:1][CH:2]1[N:3]2[CH2:10][CH2:9][CH:6](/[C:7]/1=[N:23]/[C:20]1[CH:21]=[N:22][C:17]([C:11]3[CH:16]=[CH:15][CH:14]=[CH:13][CH:12]=3)=[CH:18][CH:19]=1)[CH2:5][CH2:4]2. (6) The product is: [C:16]([O:9][CH:3]1[CH:4]2[CH:5]([O:6][CH2:7][CH2:8]2)[O:1][CH2:2]1)(=[O:18])[CH3:17]. Given the reactants [O:1]1[CH:5]2[O:6][CH2:7][CH2:8][CH:4]2[CH:3]([OH:9])[CH2:2]1.C(=O)([O-])[O-].[Na+].[Na+].[C:16](OC(=O)C)(=[O:18])[CH3:17], predict the reaction product.